This data is from Catalyst prediction with 721,799 reactions and 888 catalyst types from USPTO. The task is: Predict which catalyst facilitates the given reaction. (1) Reactant: B.O1CCCC1.[I:7][C:8]1[CH:13]=[CH:12][C:11]([N:14]2[CH2:18][CH2:17][CH2:16][C:15]2=O)=[CH:10][CH:9]=1.Cl.C([O-])(O)=O.[Na+]. Product: [I:7][C:8]1[CH:9]=[CH:10][C:11]([N:14]2[CH2:18][CH2:17][CH2:16][CH2:15]2)=[CH:12][CH:13]=1. The catalyst class is: 1. (2) Product: [F:29][C:28]([F:31])([F:30])[C:25]1[N:23]2[N:24]=[C:19]([N:16]3[CH2:17][CH:18]=[C:13]([C:42]4[CH:43]=[CH:44][C:45]([OH:48])=[N:46][CH:47]=4)[CH2:14][CH2:15]3)[CH:20]=[CH:21][C:22]2=[N:27][N:26]=1. The catalyst class is: 622. Reactant: C(=O)([O-])[O-].[Na+].[Na+].FC(F)(F)S(O[C:13]1[CH2:14][CH2:15][N:16]([C:19]2[CH:20]=[CH:21][C:22]3[N:23]([C:25]([C:28]([F:31])([F:30])[F:29])=[N:26][N:27]=3)[N:24]=2)[CH2:17][CH:18]=1)(=O)=O.CC1(C)C(C)(C)OB([C:42]2[CH:43]=[CH:44][C:45]([OH:48])=[N:46][CH:47]=2)O1. (3) Reactant: Cl.[C:2]([C:4]1[CH:5]=[C:6]2[C:10](=[CH:11][CH:12]=1)[NH:9][CH:8]=[C:7]2[CH2:13][CH2:14][CH2:15][CH2:16][N:17]1[CH2:22][CH2:21][N:20]([C:23]2[CH:24]=[CH:25][C:26]3[O:30][C:29]([C:31]([O:33]CC)=O)=[CH:28][C:27]=3[CH:36]=2)[CH2:19][CH2:18]1)#[N:3].C([NH2:39])=O.CC[O-].[Na+].O. Product: [CH:12]1[C:4]([C:2]#[N:3])=[CH:5][C:6]2[C:7]([CH2:13][CH2:14][CH2:15][CH2:16][N:17]3[CH2:22][CH2:21][N:20]([C:23]4[CH:24]=[CH:25][C:26]5[O:30][C:29]([C:31]([NH2:39])=[O:33])=[CH:28][C:27]=5[CH:36]=4)[CH2:19][CH2:18]3)=[CH:8][NH:9][C:10]=2[CH:11]=1. The catalyst class is: 1. (4) Product: [I:11][C:8]1[CH:9]=[CH:10][C:5]2[N:6]([C:12]([CH3:13])=[C:3]([CH2:2][O:15][CH3:14])[N:4]=2)[CH:7]=1. Reactant: Cl[CH2:2][C:3]1[N:4]=[C:5]2[CH:10]=[CH:9][C:8]([I:11])=[CH:7][N:6]2[C:12]=1[CH3:13].[CH3:14][O-:15].[Na+]. The catalyst class is: 5. (5) Reactant: [CH2:1]([O:8][C:9]([N:11]1[CH2:15][C@@H:14]([CH3:16])[C@@H:13]([C:17]([O-:19])=[O:18])[CH2:12]1)=[O:10])[C:2]1[CH:7]=[CH:6][CH:5]=[CH:4][CH:3]=1.Cl. Product: [CH2:1]([O:8][C:9]([N:11]1[CH2:15][C@@H:14]([CH3:16])[C@@H:13]([C:17]([OH:19])=[O:18])[CH2:12]1)=[O:10])[C:2]1[CH:3]=[CH:4][CH:5]=[CH:6][CH:7]=1. The catalyst class is: 27. (6) Reactant: [C:1]1([C@@H:7]2[CH2:9][C@H:8]2[NH:10][CH2:11][CH:12]2[CH2:17][CH2:16][N:15]([C:18]([O:20][C:21]([CH3:24])([CH3:23])[CH3:22])=[O:19])[CH2:14][CH2:13]2)[CH:6]=[CH:5][CH:4]=[CH:3][CH:2]=1.C(N(CC)CC)C.[C:32](Cl)(=[O:34])[CH3:33].O. Product: [C:1]1([C@@H:7]2[CH2:9][C@H:8]2[N:10]([CH2:11][CH:12]2[CH2:17][CH2:16][N:15]([C:18]([O:20][C:21]([CH3:24])([CH3:23])[CH3:22])=[O:19])[CH2:14][CH2:13]2)[C:32](=[O:34])[CH3:33])[CH:6]=[CH:5][CH:4]=[CH:3][CH:2]=1. The catalyst class is: 22. (7) Reactant: [N:1]1[CH:2]=[CH:3][N:4]2[CH2:9][CH2:8][N:7]([C:10]3[N:15]=[C:14]([NH:16][CH2:17][C:18]4[CH:23]=[CH:22][C:21]([O:24][CH3:25])=[C:20]([Cl:26])[CH:19]=4)[C:13]([C:27]([O:29]CC)=[O:28])=[CH:12][N:11]=3)[CH2:6][C:5]=12.[OH-].[Na+].O1CCCC1. Product: [N:1]1[CH:2]=[CH:3][N:4]2[CH2:9][CH2:8][N:7]([C:10]3[N:15]=[C:14]([NH:16][CH2:17][C:18]4[CH:23]=[CH:22][C:21]([O:24][CH3:25])=[C:20]([Cl:26])[CH:19]=4)[C:13]([C:27]([OH:29])=[O:28])=[CH:12][N:11]=3)[CH2:6][C:5]=12. The catalyst class is: 58.